Dataset: Reaction yield outcomes from USPTO patents with 853,638 reactions. Task: Predict the reaction yield, written as a fraction of the theoretical maximum amount of product (1.0 means a 100% yield; for example, 0.34 means a 34% yield). (1) The catalyst is O1CCOCC1. The yield is 0.990. The reactants are [NH2:1][CH2:2][CH2:3][CH2:4][OH:5].[C:6](O[C:6]([O:8][C:9]([CH3:12])([CH3:11])[CH3:10])=[O:7])([O:8][C:9]([CH3:12])([CH3:11])[CH3:10])=[O:7].Cl.[OH-].[Na+]. The product is [OH:5][CH2:4][CH2:3][CH2:2][NH:1][C:6](=[O:7])[O:8][C:9]([CH3:12])([CH3:11])[CH3:10]. (2) The reactants are Br[C:2]1[CH:7]=[C:6]([O:8][CH3:9])[CH:5]=[C:4]([O:10][CH3:11])[CH:3]=1.C([Li])CCC.CON(C)[C:20]([C:22]1[CH:30]=[C:29]2[C:25]([CH:26]=[CH:27][NH:28]2)=[CH:24][CH:23]=1)=[O:21].C(O)(C)C. The catalyst is C1COCC1.O. The product is [CH3:11][O:10][C:4]1[CH:3]=[C:2]([C:20]([C:22]2[CH:30]=[C:29]3[C:25]([CH:26]=[CH:27][NH:28]3)=[CH:24][CH:23]=2)=[O:21])[CH:7]=[C:6]([O:8][CH3:9])[CH:5]=1. The yield is 0.490.